From a dataset of Reaction yield outcomes from USPTO patents with 853,638 reactions. Predict the reaction yield, written as a fraction of the theoretical maximum amount of product (1.0 means a 100% yield; for example, 0.34 means a 34% yield). (1) The reactants are C[Si](C)(C)[N-][Si](C)(C)C.[Li+].[F:11][C:12]1[CH:18]=[C:17]([I:19])[CH:16]=[CH:15][C:13]=1[NH2:14].F[C:21]1[C:26]([F:27])=[C:25]([F:28])[CH:24]=[C:23]([F:29])[C:22]=1[N+:30]([O-:32])=[O:31].C(OCC)(=O)C. The catalyst is C1COCC1. The product is [F:11][C:12]1[CH:18]=[C:17]([I:19])[CH:16]=[CH:15][C:13]=1[NH:14][C:21]1[C:22]([N+:30]([O-:32])=[O:31])=[C:23]([F:29])[CH:24]=[C:25]([F:28])[C:26]=1[F:27]. The yield is 0.592. (2) The reactants are [CH3:1][N:2]1[CH:6]=[C:5]([C:7]2[N:12]=[C:11]3[N:13]([CH2:16][C@@H:17]4[CH2:22][N:21]([C:23]5[N:28]=[CH:27][C:26]([CH:29]=O)=[CH:25][N:24]=5)[CH2:20][CH2:19][O:18]4)[N:14]=[N:15][C:10]3=[N:9][CH:8]=2)[CH:4]=[N:3]1.[CH3:31][N:32]1[CH2:37][CH2:36][NH:35][CH2:34][CH2:33]1.[BH-](OC(C)=O)(OC(C)=O)OC(C)=O.[Na+].C([O-])([O-])=O.[K+].[K+]. The catalyst is C(Cl)Cl.CC(O)=O. The product is [CH3:1][N:2]1[CH:6]=[C:5]([C:7]2[N:12]=[C:11]3[N:13]([CH2:16][C@H:17]4[O:18][CH2:19][CH2:20][N:21]([C:23]5[N:24]=[CH:25][C:26]([CH2:29][N:35]6[CH2:36][CH2:37][N:32]([CH3:31])[CH2:33][CH2:34]6)=[CH:27][N:28]=5)[CH2:22]4)[N:14]=[N:15][C:10]3=[N:9][CH:8]=2)[CH:4]=[N:3]1. The yield is 0.760. (3) The reactants are Cl.[S:2]([N:12]1[C:16]2=[N:17][CH:18]=[C:19]([CH2:21][NH2:22])[N:20]=[C:15]2[CH:14]=[CH:13]1)([C:5]1[CH:11]=[CH:10][C:8]([CH3:9])=[CH:7][CH:6]=1)(=[O:4])=[O:3].[C:23]([O:27][C:28]([N:30]1[CH2:35][CH2:34][C@@H:33]([CH3:36])[C@@H:32]([C:37](O)=[O:38])[CH2:31]1)=[O:29])([CH3:26])([CH3:25])[CH3:24].CN(C(ON1N=NC2C=CC=NC1=2)=[N+](C)C)C.F[P-](F)(F)(F)(F)F.CCN(C(C)C)C(C)C. The catalyst is C(Cl)Cl. The product is [C:23]([O:27][C:28]([N:30]1[CH2:35][CH2:34][C@@H:33]([CH3:36])[C@@H:32]([C:37](=[O:38])[NH:22][CH2:21][C:19]2[N:20]=[C:15]3[CH:14]=[CH:13][N:12]([S:2]([C:5]4[CH:6]=[CH:7][C:8]([CH3:9])=[CH:10][CH:11]=4)(=[O:3])=[O:4])[C:16]3=[N:17][CH:18]=2)[CH2:31]1)=[O:29])([CH3:25])([CH3:26])[CH3:24]. The yield is 1.00. (4) The reactants are [CH3:1][C:2]([CH3:7])([CH3:6])[C@@H:3]1[O:5][CH2:4]1.[N:8]1[C:12]2[CH:13]=[CH:14][CH:15]=[CH:16][C:11]=2[NH:10][CH:9]=1. The catalyst is C(O)C. The product is [N:8]1([CH2:4][C@@H:3]([OH:5])[C:2]([CH3:7])([CH3:6])[CH3:1])[C:12]2[CH:13]=[CH:14][CH:15]=[CH:16][C:11]=2[N:10]=[CH:9]1. The yield is 0.670. (5) The reactants are [CH3:1][C@@:2]1([CH:8]=[CH:9][C:10]2[O:11][CH:12]=[CH:13][CH:14]=2)[CH2:6][O:5][C:4](=[O:7])[NH:3]1. The catalyst is CO.[Pd]. The product is [CH3:1][C@@:2]1([CH2:8][CH2:9][C:10]2[O:11][CH:12]=[CH:13][CH:14]=2)[CH2:6][O:5][C:4](=[O:7])[NH:3]1. The yield is 0.780. (6) The reactants are [Br:1][C:2]1[CH:3]=[C:4]2[C:12]([C:13]3[CH:18]=[C:17]([N+:19]([O-:21])=[O:20])[CH:16]=[CH:15][C:14]=3F)=[CH:11][N:10]([CH3:23])[C:5]2=[C:6]([O:8][CH3:9])[N:7]=1.[F:24][C:25]1[CH:30]=[C:29]([F:31])[CH:28]=[CH:27][C:26]=1[OH:32].C(=O)([O-])[O-].[Cs+].[Cs+]. The catalyst is CS(C)=O. The product is [Br:1][C:2]1[CH:3]=[C:4]2[C:12]([C:13]3[CH:18]=[C:17]([N+:19]([O-:21])=[O:20])[CH:16]=[CH:15][C:14]=3[O:32][C:26]3[CH:27]=[CH:28][C:29]([F:31])=[CH:30][C:25]=3[F:24])=[CH:11][N:10]([CH3:23])[C:5]2=[C:6]([O:8][CH3:9])[N:7]=1. The yield is 0.770. (7) The catalyst is CN(C=O)C. The yield is 0.770. The product is [CH2:18]([O:17][C:11]1[CH:10]=[C:9]([CH:3]([N:2]2[C:30](=[O:29])[C:25]3[C:26](=[CH:32][CH:33]=[CH:34][C:24]=3[NH:23][C:20](=[O:22])[CH3:21])[C:27]2=[O:28])[CH2:4][CH:5]([OH:8])[CH2:6][CH3:7])[CH:14]=[CH:13][C:12]=1[O:15][CH3:16])[CH3:19]. The reactants are Cl.[NH2:2][CH:3]([C:9]1[CH:14]=[CH:13][C:12]([O:15][CH3:16])=[C:11]([O:17][CH2:18][CH3:19])[CH:10]=1)[CH2:4][CH:5]([OH:8])[CH2:6][CH3:7].[C:20]([NH:23][C:24]1[CH:34]=[CH:33][CH:32]=[C:26]2[C:27]([O:29][C:30](=O)[C:25]=12)=[O:28])(=[O:22])[CH3:21].C(N(CC)CC)C. (8) The reactants are Cl[C:2]1[CH:7]=[C:6]([N:8]2[CH:12]=[N:11][CH:10]=[N:9]2)[N:5]=[CH:4][N:3]=1.[NH3:13]. The catalyst is C(O)(C)C. The yield is 0.960. The product is [N:8]1([C:6]2[N:5]=[CH:4][N:3]=[C:2]([NH2:13])[CH:7]=2)[CH:12]=[N:11][CH:10]=[N:9]1. (9) The reactants are [F:1][C:2]1[CH:3]=[C:4]([NH:9][C:10]([C:12]2[CH:13]=[C:14]([S:19](Cl)(=[O:21])=[O:20])[CH:15]=[CH:16][C:17]=2[F:18])=[O:11])[CH:5]=[CH:6][C:7]=1[F:8].CCN(CC)CC.[NH2:30][C@H:31]([CH3:34])[CH2:32][OH:33]. No catalyst specified. The product is [F:1][C:2]1[CH:3]=[C:4]([NH:9][C:10](=[O:11])[C:12]2[CH:13]=[C:14]([S:19](=[O:21])(=[O:20])[NH:30][C@H:31]([CH3:34])[CH2:32][OH:33])[CH:15]=[CH:16][C:17]=2[F:18])[CH:5]=[CH:6][C:7]=1[F:8]. The yield is 0.930. (10) The reactants are [NH2:1][C:2]1[C:7]([C:8]2[O:12][N:11]=[C:10]([CH2:13][C:14]3[CH:19]=[CH:18][C:17]([OH:20])=[CH:16][CH:15]=3)[CH:9]=2)=[CH:6][CH:5]=[C:4]([NH2:21])[N:3]=1.[C:22]([C:24]1[CH:25]=[C:26]([CH2:30]O)[CH:27]=[CH:28][CH:29]=1)#[CH:23].C1(P(C2C=CC=CC=2)C2C=CC=CC=2)C=CC=CC=1.N(C(OCC)=O)=NC(OCC)=O. The catalyst is O1CCCC1. The product is [C:22]([C:24]1[CH:25]=[C:26]([CH:27]=[CH:28][CH:29]=1)[CH2:30][O:20][C:17]1[CH:18]=[CH:19][C:14]([CH2:13][C:10]2[CH:9]=[C:8]([C:7]3[C:2]([NH2:1])=[N:3][C:4]([NH2:21])=[CH:5][CH:6]=3)[O:12][N:11]=2)=[CH:15][CH:16]=1)#[CH:23]. The yield is 0.510.